Dataset: Catalyst prediction with 721,799 reactions and 888 catalyst types from USPTO. Task: Predict which catalyst facilitates the given reaction. Reactant: [Br:1][C:2]1[CH:7]=[CH:6][C:5]([OH:8])=[CH:4][CH:3]=1.Br[CH2:10][CH2:11][CH2:12][CH2:13][CH2:14][CH2:15][CH2:16][CH2:17][OH:18].C(=O)([O-])[O-].[K+].[K+]. Product: [Br:1][C:2]1[CH:7]=[CH:6][C:5]([O:8][CH2:10][CH2:11][CH2:12][CH2:13][CH2:14][CH2:15][CH2:16][CH2:17][OH:18])=[CH:4][CH:3]=1. The catalyst class is: 9.